This data is from In vitro SARS-CoV-2 activity screen of 1,480 approved drugs from Prestwick library. The task is: Binary Classification. Given a drug SMILES string, predict its activity (active/inactive) in a high-throughput screening assay against a specified biological target. (1) The molecule is CCCCCCNC(=O)n1cc(F)c(=O)[nH]c1=O. The result is 0 (inactive). (2) The drug is CC1CC(OC(=O)c2ccccc2O)CC(C)(C)C1. The result is 0 (inactive). (3) The molecule is COc1c(O)cc2c(c1O)[C@@H]1O[C@H](CO)[C@@H](O)[C@H](O)[C@H]1OC2=O. The result is 0 (inactive). (4) The result is 0 (inactive). The drug is C[C@]12COC(=O)C[C@@H]1CC[C@@H]1[C@@H]2CC[C@@]2(C)[C@H]1CC[C@]2(C)O.